This data is from Full USPTO retrosynthesis dataset with 1.9M reactions from patents (1976-2016). The task is: Predict the reactants needed to synthesize the given product. (1) Given the product [CH2:1]([N:8]1[C:12]2[CH:13]=[C:14]([C:26]3[CH:25]=[CH:24][CH:23]=[C:22]([N+:19]([O-:21])=[O:20])[CH:27]=3)[CH:15]=[CH:16][C:11]=2[NH:10][C:9]1=[O:18])[C:2]1[CH:7]=[CH:6][CH:5]=[CH:4][CH:3]=1, predict the reactants needed to synthesize it. The reactants are: [CH2:1]([N:8]1[C:12]2[CH:13]=[C:14](Br)[CH:15]=[CH:16][C:11]=2[NH:10][C:9]1=[O:18])[C:2]1[CH:7]=[CH:6][CH:5]=[CH:4][CH:3]=1.[N+:19]([C:22]1[CH:23]=[C:24](B(O)O)[CH:25]=[CH:26][CH:27]=1)([O-:21])=[O:20]. (2) Given the product [Cl:1][C:2]1[CH:7]=[CH:6][C:5]([CH2:8][O:9][C:10]2[CH:17]=[CH:16][C:15]([O:18][CH2:19][C:20]3[CH:25]=[CH:24][C:23]([Cl:26])=[CH:22][CH:21]=3)=[CH:14][C:11]=2[CH:12]=[C:33]2[S:27][C:28](=[S:29])[N:30]([CH2:34][C:35]([OH:37])=[O:36])[C:31]2=[O:32])=[CH:4][CH:3]=1, predict the reactants needed to synthesize it. The reactants are: [Cl:1][C:2]1[CH:7]=[CH:6][C:5]([CH2:8][O:9][C:10]2[CH:17]=[CH:16][C:15]([O:18][CH2:19][C:20]3[CH:25]=[CH:24][C:23]([Cl:26])=[CH:22][CH:21]=3)=[CH:14][C:11]=2[CH:12]=O)=[CH:4][CH:3]=1.[S:27]1[CH2:33][C:31](=[O:32])[N:30]([CH2:34][C:35]([OH:37])=[O:36])[C:28]1=[S:29].C(O)(=O)C.N1CCCCC1.C1(C)C=CC=CC=1. (3) Given the product [C:22]([Si:19]([CH3:20])([CH3:21])[O:26][CH2:27][CH2:28][CH2:29][C:30]([CH3:36])([CH3:35])/[CH:31]=[CH:32]/[CH2:33][O:16][C:15](=[O:17])[CH:14]([C:4]1[CH:5]=[CH:6][C:7]([CH2:8][CH2:9][C:10]([CH3:12])([CH3:13])[CH3:11])=[C:2]([Cl:1])[CH:3]=1)[CH3:18])([CH3:25])([CH3:24])[CH3:23], predict the reactants needed to synthesize it. The reactants are: [Cl:1][C:2]1[CH:3]=[C:4]([CH:14]([CH3:18])[C:15]([OH:17])=[O:16])[CH:5]=[CH:6][C:7]=1[CH2:8][CH2:9][C:10]([CH3:13])([CH3:12])[CH3:11].[Si:19]([O:26][CH2:27][CH2:28][CH2:29][C:30]([CH3:36])([CH3:35])[CH:31]=[CH:32][CH2:33]O)([C:22]([CH3:25])([CH3:24])[CH3:23])([CH3:21])[CH3:20].Cl.C(N=C=NCCCN(C)C)C. (4) The reactants are: O=[C:2]([CH2:24][CH2:25][C:26](=O)[C:27]1[S:28][C:29]([CH2:32][O:33]C2CCCCO2)=[CH:30][N:31]=1)[CH:3]([C:11]1[CH:23]=[CH:22][C:14]([C:15]([O:17][C:18]([CH3:21])([CH3:20])[CH3:19])=[O:16])=[CH:13][CH:12]=1)[CH2:4][CH:5]1[CH2:10][CH2:9][O:8][CH2:7][CH2:6]1.C([O-])(=O)C.[NH4+:45]. Given the product [OH:33][CH2:32][C:29]1[S:28][C:27]([C:26]2[NH:45][C:2]([CH:3]([C:11]3[CH:23]=[CH:22][C:14]([C:15]([O:17][C:18]([CH3:19])([CH3:20])[CH3:21])=[O:16])=[CH:13][CH:12]=3)[CH2:4][CH:5]3[CH2:10][CH2:9][O:8][CH2:7][CH2:6]3)=[CH:24][CH:25]=2)=[N:31][CH:30]=1, predict the reactants needed to synthesize it. (5) Given the product [F:1][C:2]1[CH:3]=[CH:4][C:5]([CH2:8][C:9]2[CH:18]=[C:17]3[C:12]([C:13]([OH:33])=[C:14]([C:28]([NH:37][CH2:36][CH2:34][OH:35])=[O:29])[C:15](=[O:27])[N:16]3[CH2:19][C:20](=[O:26])[N:21]3[CH2:25][CH2:24][CH2:23][CH2:22]3)=[N:11][CH:10]=2)=[CH:6][CH:7]=1, predict the reactants needed to synthesize it. The reactants are: [F:1][C:2]1[CH:7]=[CH:6][C:5]([CH2:8][C:9]2[CH:18]=[C:17]3[C:12]([C:13]([OH:33])=[C:14]([C:28](OCC)=[O:29])[C:15](=[O:27])[N:16]3[CH2:19][C:20](=[O:26])[N:21]3[CH2:25][CH2:24][CH2:23][CH2:22]3)=[N:11][CH:10]=2)=[CH:4][CH:3]=1.[CH2:34]([CH2:36][NH2:37])[OH:35]. (6) Given the product [CH2:5]([O:4][CH2:3][C:2]1([CH3:1])[CH2:12][O:21]1)[C:6]1[CH:11]=[CH:10][CH:9]=[CH:8][CH:7]=1, predict the reactants needed to synthesize it. The reactants are: [CH3:1][C:2](=[CH2:12])[CH2:3][O:4][CH2:5][C:6]1[CH:11]=[CH:10][CH:9]=[CH:8][CH:7]=1.C1C=C(Cl)C=C(C(OO)=[O:21])C=1. (7) Given the product [CH:1]1([CH:4]([C:11]2[CH:16]=[C:15]([NH:17][CH2:18][C:19]3[CH:24]=[CH:23][C:22]([C:25]4[CH:30]=[C:29]([O:31][CH3:32])[CH:28]=[CH:27][C:26]=4[F:33])=[C:21]([O:34][CH2:35][CH:36]([CH3:38])[CH3:37])[N:20]=3)[N:14]=[CH:13][N:12]=2)[CH2:5][C:6]([OH:8])=[O:7])[CH2:2][CH2:3]1, predict the reactants needed to synthesize it. The reactants are: [CH:1]1([CH:4]([C:11]2[CH:16]=[C:15]([NH:17][CH2:18][C:19]3[CH:24]=[CH:23][C:22]([C:25]4[CH:30]=[C:29]([O:31][CH3:32])[CH:28]=[CH:27][C:26]=4[F:33])=[C:21]([O:34][CH2:35][CH:36]([CH3:38])[CH3:37])[N:20]=3)[N:14]=[CH:13][N:12]=2)[CH2:5][C:6]([O:8]CC)=[O:7])[CH2:3][CH2:2]1.[OH-].[Na+].Cl. (8) Given the product [CH2:1]([N:3]1[CH2:16][CH2:15][C:14]2[C:13]([N+:19]([O-:21])=[O:20])=[CH:12][C:11]3[NH:10][C:9](=[O:17])[C:8](=[O:18])[NH:7][C:6]=3[C:5]=2[CH2:4]1)[CH3:2], predict the reactants needed to synthesize it. The reactants are: [CH2:1]([N:3]1[CH2:16][CH2:15][C:14]2[CH:13]=[CH:12][C:11]3[NH:10][C:9](=[O:17])[C:8](=[O:18])[NH:7][C:6]=3[C:5]=2[CH2:4]1)[CH3:2].[N+:19]([O-])([O-:21])=[O:20].[K+].[OH-].[NH4+].